From a dataset of Full USPTO retrosynthesis dataset with 1.9M reactions from patents (1976-2016). Predict the reactants needed to synthesize the given product. Given the product [Br:1][C:2]1[CH:8]=[CH:7][C:5]([NH:6][C:18](=[O:19])[C:17]([F:28])([F:27])[F:16])=[CH:4][CH:3]=1, predict the reactants needed to synthesize it. The reactants are: [Br:1][C:2]1[CH:8]=[CH:7][C:5]([NH2:6])=[CH:4][CH:3]=1.C(N(CC)CC)C.[F:16][C:17]([F:28])([F:27])[C:18](O[C:18](=[O:19])[C:17]([F:28])([F:27])[F:16])=[O:19].C([O-])(O)=O.[Na+].